Task: Predict which catalyst facilitates the given reaction.. Dataset: Catalyst prediction with 721,799 reactions and 888 catalyst types from USPTO (1) Reactant: [CH3:1][O:2][C:3](=[O:15])[C:4]1[CH:9]=[C:8](I)[CH:7]=[CH:6][C:5]=1[O:11][CH:12]([CH3:14])[CH3:13].[CH3:16][O:17][C:18]1[CH:23]=[CH:22][CH:21]=[CH:20][C:19]=1[C:24]#[CH:25].CCCC[N+](CCCC)(CCCC)CCCC.[F-]. Product: [CH3:1][O:2][C:3](=[O:15])[C:4]1[CH:9]=[C:8]([C:25]#[C:24][C:19]2[CH:20]=[CH:21][CH:22]=[CH:23][C:18]=2[O:17][CH3:16])[CH:7]=[CH:6][C:5]=1[O:11][CH:12]([CH3:14])[CH3:13]. The catalyst class is: 6. (2) Reactant: [CH2:1]([N:5]1[C:9]([CH2:10][NH:11][CH2:12][CH:13]2[CH2:18][CH2:17][CH2:16][CH2:15][CH2:14]2)=[C:8]([C:19]2[CH:24]=[CH:23][C:22]([O:25][CH3:26])=[CH:21][CH:20]=2)[N:7]=[C:6]1[C:27]1[CH:32]=[CH:31][CH:30]=[CH:29][CH:28]=1)[CH2:2][CH2:3][CH3:4].[O:33]([C:37]1[CH:38]=[C:39]([CH:42]=[CH:43][C:44]=1[C:45]([O:47][C:48]([CH3:51])([CH3:50])[CH3:49])=[O:46])[CH2:40]Br)[C:34]([CH3:36])=[O:35].C(=O)([O-])[O-].[K+].[K+]. Product: [C:48]([O:47][C:45](=[O:46])[C:44]1[CH:43]=[CH:42][C:39]([CH2:40][N:11]([CH2:10][C:9]2[N:5]([CH2:1][CH2:2][CH2:3][CH3:4])[C:6]([C:27]3[CH:32]=[CH:31][CH:30]=[CH:29][CH:28]=3)=[N:7][C:8]=2[C:19]2[CH:20]=[CH:21][C:22]([O:25][CH3:26])=[CH:23][CH:24]=2)[CH2:12][CH:13]2[CH2:14][CH2:15][CH2:16][CH2:17][CH2:18]2)=[CH:38][C:37]=1[O:33][C:34](=[O:35])[CH3:36])([CH3:51])([CH3:50])[CH3:49]. The catalyst class is: 10. (3) Reactant: Br[C:2]1[CH:3]=[C:4]([C:17]([NH:19][CH2:20][C:21]2[C:22](=[O:29])[NH:23][C:24]([CH3:28])=[CH:25][C:26]=2[CH3:27])=[O:18])[C:5]2[CH:10]=[N:9][N:8]([CH:11]3[CH2:16][CH2:15][CH2:14][CH2:13][CH2:12]3)[C:6]=2[N:7]=1.[CH3:30][C:31]1([CH3:48])[CH2:36][C:35](B2OC(C)(C)C(C)(C)O2)=[CH:34][C:33]([CH3:47])([CH3:46])[NH:32]1.C([O-])([O-])=O.[Na+].[Na+].CCOC(C)=O. Product: [CH:11]1([N:8]2[C:6]3[N:7]=[C:2]([C:35]4[CH2:34][C:33]([CH3:47])([CH3:46])[NH:32][C:31]([CH3:48])([CH3:30])[CH:36]=4)[CH:3]=[C:4]([C:17]([NH:19][CH2:20][C:21]4[C:22](=[O:29])[NH:23][C:24]([CH3:28])=[CH:25][C:26]=4[CH3:27])=[O:18])[C:5]=3[CH:10]=[N:9]2)[CH2:16][CH2:15][CH2:14][CH2:13][CH2:12]1. The catalyst class is: 77. (4) Reactant: [NH:1]1[CH:5]=[CH:4][N:3]=[C:2]1[CH:6]1[CH2:11][CH2:10][N:9]([C:12]([O:14][C:15]([CH3:18])([CH3:17])[CH3:16])=[O:13])[CH2:8][CH2:7]1.O1CCCC1.[Br:24]N1C(=O)CCC1=O. Product: [Br:24][C:5]1[N:1]=[C:2]([CH:6]2[CH2:7][CH2:8][N:9]([C:12]([O:14][C:15]([CH3:18])([CH3:17])[CH3:16])=[O:13])[CH2:10][CH2:11]2)[NH:3][CH:4]=1. The catalyst class is: 6. (5) Reactant: F[C:2]1[CH:11]=[CH:10][C:5]([C:6]([O:8][CH3:9])=[O:7])=[CH:4][C:3]=1[N+:12]([O-:14])=[O:13].[N:15]1([C:21]([O:23][C:24]([CH3:27])([CH3:26])[CH3:25])=[O:22])[CH2:20][CH2:19][NH:18][CH2:17][CH2:16]1.C(=O)([O-])[O-].[K+].[K+].O. Product: [CH3:9][O:8][C:6]([C:5]1[CH:10]=[CH:11][C:2]([N:18]2[CH2:17][CH2:16][N:15]([C:21]([O:23][C:24]([CH3:27])([CH3:26])[CH3:25])=[O:22])[CH2:20][CH2:19]2)=[C:3]([N+:12]([O-:14])=[O:13])[CH:4]=1)=[O:7]. The catalyst class is: 7. (6) Reactant: [C:1]([O:5][C:6](=[O:22])[N:7]([CH2:11][CH:12]([C:14]1[CH:19]=[CH:18][C:17]([Br:20])=[CH:16][C:15]=1[F:21])[OH:13])[CH2:8][CH2:9]O)([CH3:4])([CH3:3])[CH3:2].C1(P(C2C=CC=CC=2)C2C=CC=CC=2)C=CC=CC=1.CC(OC(/N=N/C(OC(C)C)=O)=O)C. Product: [C:1]([O:5][C:6]([N:7]1[CH2:8][CH2:9][O:13][CH:12]([C:14]2[CH:19]=[CH:18][C:17]([Br:20])=[CH:16][C:15]=2[F:21])[CH2:11]1)=[O:22])([CH3:4])([CH3:3])[CH3:2]. The catalyst class is: 237.